Dataset: Rat liver microsome stability data. Task: Regression/Classification. Given a drug SMILES string, predict its absorption, distribution, metabolism, or excretion properties. Task type varies by dataset: regression for continuous measurements (e.g., permeability, clearance, half-life) or binary classification for categorical outcomes (e.g., BBB penetration, CYP inhibition). Dataset: rlm. The drug is O=C(Nc1ccc2c(c1)NC(=O)C(CCO)O2)C1CCN(c2cc(F)c(F)c(F)c2)CC1. The result is 0 (unstable in rat liver microsomes).